This data is from Reaction yield outcomes from USPTO patents with 853,638 reactions. The task is: Predict the reaction yield, written as a fraction of the theoretical maximum amount of product (1.0 means a 100% yield; for example, 0.34 means a 34% yield). (1) The reactants are Cl[C:2]1[N:7]=[C:6]([Cl:8])[N:5]=[C:4]([Cl:9])[N:3]=1.[NH:10]1[CH2:15][CH2:14][CH:13]([C:16]([O:18][CH2:19][CH3:20])=[O:17])[CH2:12][CH2:11]1.C(N(C(C)C)CC)(C)C. The catalyst is ClCCl. The product is [Cl:9][C:4]1[N:5]=[C:6]([Cl:8])[N:7]=[C:2]([N:10]2[CH2:15][CH2:14][CH:13]([C:16]([O:18][CH2:19][CH3:20])=[O:17])[CH2:12][CH2:11]2)[N:3]=1. The yield is 0.960. (2) The reactants are [N+:1]([C:4]1[CH:5]=[CH:6][C:7]2[O:13][CH2:12][CH2:11][NH:10][C:9](=O)[C:8]=2[CH:15]=1)([O-:3])=[O:2].Cl. The catalyst is C1COCC1. The yield is 0.960. The product is [N+:1]([C:4]1[CH:5]=[CH:6][C:7]2[O:13][CH2:12][CH2:11][NH:10][CH2:9][C:8]=2[CH:15]=1)([O-:3])=[O:2].